From a dataset of Full USPTO retrosynthesis dataset with 1.9M reactions from patents (1976-2016). Predict the reactants needed to synthesize the given product. (1) Given the product [Cl:38][C:26]1[C:27]([C:29]2[C:37]3[C:32](=[CH:33][CH:34]=[CH:35][CH:36]=3)[NH:31][CH:30]=2)=[N:28][C:23]([NH:22][CH:19]2[CH2:20][CH2:21][N:16]([CH2:15][C:12]3[CH:11]=[CH:10][C:9]([NH:8][C:6](=[O:7])/[CH:5]=[CH:4]/[CH2:3][NH:2][S:40]([CH3:39])(=[O:42])=[O:41])=[CH:14][CH:13]=3)[CH2:17][CH2:18]2)=[N:24][CH:25]=1, predict the reactants needed to synthesize it. The reactants are: Cl.[NH2:2][CH2:3]/[CH:4]=[CH:5]/[C:6]([NH:8][C:9]1[CH:14]=[CH:13][C:12]([CH2:15][N:16]2[CH2:21][CH2:20][CH:19]([NH:22][C:23]3[N:28]=[C:27]([C:29]4[C:37]5[C:32](=[CH:33][CH:34]=[CH:35][CH:36]=5)[NH:31][CH:30]=4)[C:26]([Cl:38])=[CH:25][N:24]=3)[CH2:18][CH2:17]2)=[CH:11][CH:10]=1)=[O:7].[CH3:39][S:40](Cl)(=[O:42])=[O:41].Cl. (2) Given the product [NH2:1][C:2]1[CH:10]=[CH:9][C:8]([C:11]([F:14])([F:13])[F:12])=[CH:7][C:3]=1[C:4]([NH:27][CH2:26][C:22]1[N:21]([S:18]([CH2:16][CH3:17])(=[O:20])=[O:19])[CH:25]=[CH:24][CH:23]=1)=[O:6], predict the reactants needed to synthesize it. The reactants are: [NH2:1][C:2]1[CH:10]=[CH:9][C:8]([C:11]([F:14])([F:13])[F:12])=[CH:7][C:3]=1[C:4]([OH:6])=O.Cl.[CH2:16]([S:18]([N:21]1[CH:25]=[CH:24][CH:23]=[C:22]1[CH2:26][NH2:27])(=[O:20])=[O:19])[CH3:17].Cl.ClC1C=CC(S(CC)(=O)=O)=C(C=1)CN. (3) Given the product [CH2:28]([O:27][C:26](=[O:35])[NH:25][CH2:24][CH2:23][CH2:22][NH:19][CH:9]([CH2:8][NH:7][C:6]([O:5][C:1]([CH3:4])([CH3:2])[CH3:3])=[O:20])[CH2:10][NH:11][C:12]([O:13][C:14]([CH3:17])([CH3:16])[CH3:15])=[O:18])[C:29]1[CH:34]=[CH:33][CH:32]=[CH:31][CH:30]=1, predict the reactants needed to synthesize it. The reactants are: [C:1]([O:5][C:6](=[O:20])[NH:7][CH2:8][CH:9]([NH2:19])[CH2:10][NH:11][C:12](=[O:18])[O:13][C:14]([CH3:17])([CH3:16])[CH3:15])([CH3:4])([CH3:3])[CH3:2].O=[CH:22][CH2:23][CH2:24][NH:25][C:26](=[O:35])[O:27][CH2:28][C:29]1[CH:34]=[CH:33][CH:32]=[CH:31][CH:30]=1.C(O[BH-](OC(=O)C)OC(=O)C)(=O)C.[Na+]. (4) Given the product [ClH:28].[CH2:21]([C:18]1[CH:19]=[CH:20][C:15]([O:14][CH2:13][C@@H:9]2[CH2:10][CH2:11][CH2:12][NH:8]2)=[N:16][CH:17]=1)[C:22]1[CH:23]=[CH:24][CH:25]=[CH:26][CH:27]=1, predict the reactants needed to synthesize it. The reactants are: C(OC([N:8]1[CH2:12][CH2:11][CH2:10][C@H:9]1[CH2:13][O:14][C:15]1[CH:20]=[CH:19][C:18]([CH2:21][C:22]2[CH:27]=[CH:26][CH:25]=[CH:24][CH:23]=2)=[CH:17][N:16]=1)=O)(C)(C)C.[ClH:28]. (5) Given the product [Cl:22][C:23]1[CH:24]=[CH:25][C:26]([CH2:27][CH2:28][N:29]2[CH2:34][CH2:33][N:32]([C:2]3[CH:7]=[CH:6][C:5]4[C:8]5[CH2:13][CH2:12][N:11]([C:14]([O:16][C:17]([CH3:20])([CH3:19])[CH3:18])=[O:15])[CH2:10][C:9]=5[S:21][C:4]=4[CH:3]=3)[C:31](=[O:35])[CH2:30]2)=[CH:36][CH:37]=1, predict the reactants needed to synthesize it. The reactants are: Br[C:2]1[CH:7]=[CH:6][C:5]2[C:8]3[CH2:13][CH2:12][N:11]([C:14]([O:16][C:17]([CH3:20])([CH3:19])[CH3:18])=[O:15])[CH2:10][C:9]=3[S:21][C:4]=2[CH:3]=1.[Cl:22][C:23]1[CH:37]=[CH:36][C:26]([CH2:27][CH2:28][N:29]2[CH2:34][CH2:33][NH:32][C:31](=[O:35])[CH2:30]2)=[CH:25][CH:24]=1.